This data is from Forward reaction prediction with 1.9M reactions from USPTO patents (1976-2016). The task is: Predict the product of the given reaction. (1) Given the reactants [C:1]([C:5]1[CH:10]=[CH:9][C:8]([C:11]2[CH:12]=[C:13]3[C:17](=[CH:18][CH:19]=2)[N:16]([C:20]2[CH:25]=[CH:24][C:23]([O:26][CH:27]4[CH2:31][CH2:30][CH2:29][CH2:28]4)=[CH:22][CH:21]=2)[C:15]([C:32](Cl)=[O:33])=[CH:14]3)=[CH:7][CH:6]=1)([CH3:4])([CH3:3])[CH3:2].[NH2:35][N:36]1[CH:40]=[N:39][N:38]=[CH:37]1, predict the reaction product. The product is: [N:39]1[N:38]=[CH:37][N:36]([NH:35][C:32]([C:15]2[N:16]([C:20]3[CH:25]=[CH:24][C:23]([O:26][CH:27]4[CH2:28][CH2:29][CH2:30][CH2:31]4)=[CH:22][CH:21]=3)[C:17]3[C:13]([CH:14]=2)=[CH:12][C:11]([C:8]2[CH:9]=[CH:10][C:5]([C:1]([CH3:2])([CH3:3])[CH3:4])=[CH:6][CH:7]=2)=[CH:19][CH:18]=3)=[O:33])[CH:40]=1. (2) Given the reactants N1C=CN=C1.[Si:6](Cl)([C:9]([CH3:12])([CH3:11])[CH3:10])([CH3:8])[CH3:7].[C:14]([O:18][C:19]([NH:21][C:22]1[CH:27]=[C:26]([CH2:28][OH:29])[CH:25]=[CH:24][N:23]=1)=[O:20])([CH3:17])([CH3:16])[CH3:15].C(OCC)(=O)C, predict the reaction product. The product is: [C:14]([O:18][C:19]([NH:21][C:22]1[CH:27]=[C:26]([CH2:28][O:29][Si:6]([C:9]([CH3:12])([CH3:11])[CH3:10])([CH3:8])[CH3:7])[CH:25]=[CH:24][N:23]=1)=[O:20])([CH3:17])([CH3:15])[CH3:16]. (3) Given the reactants [C:1]1(/[C:7](/[C:17]2[CH:22]=[CH:21][C:20]([CH:23]=[CH:24][C:25](O)=[O:26])=[CH:19][CH:18]=2)=[C:8](/[C:11]2[CH:16]=[CH:15][CH:14]=[CH:13][CH:12]=2)\[CH2:9][CH3:10])[CH:6]=[CH:5][CH:4]=[CH:3][CH:2]=1.[C:28]([C:30]1[CH:35]=[CH:34][C:33]([S:36]([NH2:39])(=[O:38])=[O:37])=[CH:32][CH:31]=1)#[N:29], predict the reaction product. The product is: [C:28]([C:30]1[CH:31]=[CH:32][C:33]([S:36]([NH:39][C:25](=[O:26])[CH:24]=[CH:23][C:20]2[CH:21]=[CH:22][C:17]([C:7]([C:1]3[CH:6]=[CH:5][CH:4]=[CH:3][CH:2]=3)=[C:8]([C:11]3[CH:12]=[CH:13][CH:14]=[CH:15][CH:16]=3)[CH2:9][CH3:10])=[CH:18][CH:19]=2)(=[O:38])=[O:37])=[CH:34][CH:35]=1)#[N:29]. (4) The product is: [CH2:2]([S:35]([C:15]1[CH:20]=[CH:19][CH:18]=[CH:17][C:16]=1[C:21]1[CH:22]=[C:23]2[N:29]=[C:28]([C:30]([F:33])([F:32])[F:31])[N:27]([CH3:34])[C:24]2=[N:25][CH:26]=1)(=[O:39])=[O:37])[CH3:3]. Given the reactants Cl[C:2]1C=CC=C(C(OO)=O)[CH:3]=1.C(S[C:15]1[CH:20]=[CH:19][CH:18]=[CH:17][C:16]=1[C:21]1[CH:22]=[C:23]2[N:29]=[C:28]([C:30]([F:33])([F:32])[F:31])[N:27]([CH3:34])[C:24]2=[N:25][CH:26]=1)C.[S:35]([O-:39])([O-])(=[O:37])=S.[Na+].[Na+].C(=O)(O)[O-].[Na+], predict the reaction product. (5) The product is: [O:15]1[CH:26]=[CH:13][C:12]([C@H:14]([CH2:4][N+:1]([O-:3])=[O:2])[C:24]([CH3:23])([CH3:25])[CH:17]=[O:19])=[CH:11]1. Given the reactants [N+:1](/[CH:4]=C/C1OC=CC=1)([O-:3])=[O:2].[CH:11](=[O:15])[CH:12]([CH3:14])[CH3:13].C[CH:17]([OH:19])C.CCC[CH2:23][CH2:24][CH3:25].[CH:26](Cl)(Cl)Cl, predict the reaction product. (6) Given the reactants [NH:1]1[CH2:5][CH2:4][NH:3][C:2]1=[O:6].[H-].[Na+].Cl[C:10]1[N:15]=[CH:14][C:13]([C:16]#[N:17])=[CH:12][CH:11]=1, predict the reaction product. The product is: [O:6]=[C:2]1[NH:3][CH2:4][CH2:5][N:1]1[C:10]1[N:15]=[CH:14][C:13]([C:16]#[N:17])=[CH:12][CH:11]=1. (7) The product is: [O:33]=[S:2]1(=[O:1])[CH2:7][CH2:6][N:5]([CH2:8][C:9]2[CH:10]=[CH:11][C:12]([NH:15][C:16]([C:18]3[CH:19]=[CH:20][C:21]([C:24]4[CH:29]=[C:28]([CH2:30][NH:38][C:37]5[CH:39]=[CH:40][CH:41]=[C:35]([Br:34])[CH:36]=5)[CH:27]=[CH:26][C:25]=4[CH3:32])=[CH:22][CH:23]=3)=[O:17])=[CH:13][CH:14]=2)[CH2:4][CH2:3]1. Given the reactants [O:1]=[S:2]1(=[O:33])[CH2:7][CH2:6][N:5]([CH2:8][C:9]2[CH:14]=[CH:13][C:12]([NH:15][C:16]([C:18]3[CH:23]=[CH:22][C:21]([C:24]4[CH:29]=[C:28]([CH:30]=O)[CH:27]=[CH:26][C:25]=4[CH3:32])=[CH:20][CH:19]=3)=[O:17])=[CH:11][CH:10]=2)[CH2:4][CH2:3]1.[Br:34][C:35]1[CH:36]=[C:37]([CH:39]=[CH:40][CH:41]=1)[NH2:38].C(O[BH-](OC(=O)C)OC(=O)C)(=O)C.[Na+].C(O)(=O)C, predict the reaction product.